Dataset: Reaction yield outcomes from USPTO patents with 853,638 reactions. Task: Predict the reaction yield, written as a fraction of the theoretical maximum amount of product (1.0 means a 100% yield; for example, 0.34 means a 34% yield). (1) The reactants are [NH2:1][C:2]1[CH:19]=[CH:18][C:5]([O:6][C:7]2[C:16]3[NH:15][C:14](=[O:17])[CH:13]=[N:12][C:11]=3[N:10]=[CH:9][CH:8]=2)=[CH:4][C:3]=1[S:20][CH3:21].[Cl:22][C:23]1[CH:28]=[CH:27][C:26]([N:29]=[C:30]=[O:31])=[CH:25][C:24]=1[C:32]([F:35])([F:34])[F:33]. No catalyst specified. The product is [Cl:22][C:23]1[CH:28]=[CH:27][C:26]([NH:29][C:30]([NH:1][C:2]2[CH:19]=[CH:18][C:5]([O:6][C:7]3[C:16]4[NH:15][C:14](=[O:17])[CH:13]=[N:12][C:11]=4[N:10]=[CH:9][CH:8]=3)=[CH:4][C:3]=2[S:20][CH3:21])=[O:31])=[CH:25][C:24]=1[C:32]([F:33])([F:34])[F:35]. The yield is 0.290. (2) The reactants are C1CO[C:8]2[CH:7]=[CH:6][C:5]([NH:11][C:12]3[C:17]([F:18])=[CH:16][N:15]=[C:14]([NH:19][C:20]4[CH:25]=[CH:24][CH:23]=[C:22](O)[CH:21]=4)[N:13]=3)=[CH:4][C:3]=2[O:2]1.ClC1N=C(NC2C=CC=C(O)C=2)C(F)=CN=1.[S:43]1[C:47]2C=CC=CC=2[C:45](CN)=[CH:44]1. No catalyst specified. The product is [S:43]1[C:44]2[CH:45]=[CH:21][CH:22]=[CH:23][C:24]=2[C:25]([CH2:20][NH:19][C:14]2[N:13]=[C:12]([NH:11][C:5]3[CH:6]=[CH:7][CH:8]=[C:3]([OH:2])[CH:4]=3)[C:17]([F:18])=[CH:16][N:15]=2)=[CH:47]1. The yield is 0.530. (3) The reactants are [CH2:1]([N:3]1[CH2:9][CH2:8][C:7]2[CH:10]=[C:11]([NH2:14])[CH:12]=[CH:13][C:6]=2[CH2:5][CH2:4]1)[CH3:2].Cl[C:16]1[N:21]=[C:20]([NH:22][CH2:23][CH:24]([NH:26][S:27]([CH3:30])(=[O:29])=[O:28])[CH3:25])[C:19]([Cl:31])=[CH:18][N:17]=1.Cl.O1CCOCC1. The catalyst is CC(O)C. The product is [Cl:31][C:19]1[C:20]([NH:22][CH2:23][CH:24]([NH:26][S:27]([CH3:30])(=[O:29])=[O:28])[CH3:25])=[N:21][C:16]([NH:14][C:11]2[CH:12]=[CH:13][C:6]3[CH2:5][CH2:4][N:3]([CH2:1][CH3:2])[CH2:9][CH2:8][C:7]=3[CH:10]=2)=[N:17][CH:18]=1. The yield is 0.220. (4) The reactants are [F:1][C:2]1[CH:7]=[CH:6][C:5]([C:8]2[C:16]3[C:11](=[CH:12][CH:13]=[C:14]([C:17]([OH:19])=O)[CH:15]=3)[NH:10][N:9]=2)=[CH:4][CH:3]=1.O.ON1C2C=CC=CC=2N=N1.Cl.CN(C)CCCN=C=NCC.[CH2:43]([CH2:45][NH2:46])[OH:44]. The catalyst is O1CCCC1.O.CN(C)C=O. The product is [F:1][C:2]1[CH:3]=[CH:4][C:5]([C:8]2[C:16]3[C:11](=[CH:12][CH:13]=[C:14]([C:17]([NH:46][CH2:45][CH2:43][OH:44])=[O:19])[CH:15]=3)[NH:10][N:9]=2)=[CH:6][CH:7]=1. The yield is 0.690. (5) The reactants are [CH3:1][O:2][C:3]1[CH:8]=[CH:7][C:6]([C@H:9]([NH:11][C@H:12]2[C:21]3[N:20]=[CH:19][CH:18]=[CH:17][C:16]=3[CH2:15][CH2:14][C@H:13]2[CH2:22][CH2:23][CH2:24]O)[CH3:10])=[CH:5][CH:4]=1.C(N(CC)C(C)C)(C)C.CS(Cl)(=O)=O. The catalyst is CN(C)C1C=CN=CC=1.ClCCl. The product is [CH3:1][O:2][C:3]1[CH:4]=[CH:5][C:6]([C@H:9]([N:11]2[C@@H:12]3[C@@H:13]([CH2:14][CH2:15][C:16]4[C:21]3=[N:20][CH:19]=[CH:18][CH:17]=4)[CH2:22][CH2:23][CH2:24]2)[CH3:10])=[CH:7][CH:8]=1. The yield is 0.950. (6) The reactants are [CH3:1][C:2]1[C:6]([NH2:7])=[CH:5][O:4][N:3]=1.N1C=CC=CC=1.[F:14][C:15]1[CH:20]=[CH:19][C:18]([S:21](Cl)(=[O:23])=[O:22])=[CH:17][C:16]=1[C:25]#[N:26]. The catalyst is C(Cl)Cl. The product is [C:25]([C:16]1[CH:17]=[C:18]([S:21]([NH:7][C:6]2[C:2]([CH3:1])=[N:3][O:4][CH:5]=2)(=[O:23])=[O:22])[CH:19]=[CH:20][C:15]=1[F:14])#[N:26]. The yield is 0.670.